Dataset: Full USPTO retrosynthesis dataset with 1.9M reactions from patents (1976-2016). Task: Predict the reactants needed to synthesize the given product. (1) Given the product [Cl:65][C:62]1[CH:63]=[CH:64][C:59]([N:57]([CH3:58])[C:55]([C:54]2[CH:66]=[CH:67][C:51]([CH2:50][NH:49][C:35]([CH:32]3[CH2:31][CH2:30][N:29]([CH2:28][CH2:27][C:26]([CH3:25])([CH3:39])[CH3:38])[CH2:34][CH2:33]3)=[O:37])=[C:52]([CH3:68])[CH:53]=2)=[O:56])=[CH:60][CH:61]=1, predict the reactants needed to synthesize it. The reactants are: CN(C(ON1N=NC2C=CC=CC1=2)=[N+](C)C)C.F[P-](F)(F)(F)(F)F.[CH3:25][C:26]([CH3:39])([CH3:38])[CH2:27][CH2:28][N:29]1[CH2:34][CH2:33][CH:32]([C:35]([OH:37])=O)[CH2:31][CH2:30]1.CCN(C(C)C)C(C)C.[NH2:49][CH2:50][C:51]1[CH:67]=[CH:66][C:54]([C:55]([N:57]([C:59]2[CH:64]=[CH:63][C:62]([Cl:65])=[CH:61][CH:60]=2)[CH3:58])=[O:56])=[CH:53][C:52]=1[CH3:68]. (2) Given the product [C:1]([C:5]1[O:9][N:8]=[C:7]([NH:10][C:11]([NH:13][C:14]2[CH:19]=[CH:18][CH:17]=[C:16]([C:20]#[C:21][C:22]3[C:23]([NH:37][CH2:36][CH2:35][N:29]4[CH2:34][CH2:33][O:32][CH2:31][CH2:30]4)=[N:24][CH:25]=[N:26][CH:27]=3)[CH:15]=2)=[O:12])[CH:6]=1)([CH3:4])([CH3:3])[CH3:2], predict the reactants needed to synthesize it. The reactants are: [C:1]([C:5]1[O:9][N:8]=[C:7]([NH:10][C:11]([NH:13][C:14]2[CH:19]=[CH:18][CH:17]=[C:16]([C:20]#[C:21][C:22]3[C:23](Cl)=[N:24][CH:25]=[N:26][CH:27]=3)[CH:15]=2)=[O:12])[CH:6]=1)([CH3:4])([CH3:3])[CH3:2].[N:29]1([CH2:35][CH2:36][NH2:37])[CH2:34][CH2:33][O:32][CH2:31][CH2:30]1.